This data is from Retrosynthesis with 50K atom-mapped reactions and 10 reaction types from USPTO. The task is: Predict the reactants needed to synthesize the given product. (1) Given the product CCC(CC)[C@@H](CO)NS(=O)(=O)c1ccc(Cl)s1, predict the reactants needed to synthesize it. The reactants are: CCC(CC)[C@H](NS(=O)(=O)c1ccc(Cl)s1)C(=O)O. (2) Given the product CN(C)C(=O)COc1cc(Cl)ccc1C(=O)NCCN1CCC(Oc2ccc(Cl)c(Cl)c2)CC1, predict the reactants needed to synthesize it. The reactants are: CN(C)C(=O)COc1cc(Cl)ccc1C(=O)O.NCCN1CCC(Oc2ccc(Cl)c(Cl)c2)CC1. (3) Given the product Nc1ccccc1NC(=O)c1ccc(-c2ccoc2)nc1, predict the reactants needed to synthesize it. The reactants are: CC(C)(C)OC(=O)Nc1ccccc1NC(=O)c1ccc(-c2ccoc2)nc1. (4) Given the product Nc1cc(-c2nc3ccccc3o2)ccc1NCc1ccccc1, predict the reactants needed to synthesize it. The reactants are: O=[N+]([O-])c1cc(-c2nc3ccccc3o2)ccc1NCc1ccccc1. (5) Given the product NC[C@H]1CN(CCn2c(=O)ccc3ncc(F)cc32)C[C@H]1O, predict the reactants needed to synthesize it. The reactants are: O=C(NC[C@H]1CN(CCn2c(=O)ccc3ncc(F)cc32)C[C@H]1O)OCc1ccccc1. (6) Given the product CCOC(=O)c1cc2cc(C(=O)N3CCC(N(C)C)CC3)ccc2[nH]1, predict the reactants needed to synthesize it. The reactants are: CCOC(=O)c1cc2cc(C(=O)O)ccc2[nH]1.CN(C)C1CCNCC1.